Predict the product of the given reaction. From a dataset of Forward reaction prediction with 1.9M reactions from USPTO patents (1976-2016). (1) Given the reactants C(OC(=O)[N:7]([S:13]([C:16]1[CH:21]=[C:20]([Cl:22])[C:19]([O:23][C:24]2[CH:25]=[N:26][C:27](Cl)=[CH:28][C:29]=2[C:30]2[CH:35]=[CH:34][N:33]=[C:32]([F:36])[CH:31]=2)=[CH:18][C:17]=1[F:38])(=[O:15])=[O:14])[C:8]1[N:9]=[CH:10][S:11][CH:12]=1)(C)(C)C.[F:40][C:41]1[CH:42]=[C:43](B(O)O)[CH:44]=[CH:45][CH:46]=1.C([O-])([O-])=O.[Na+].[Na+].O, predict the reaction product. The product is: [Cl:22][C:20]1[C:19]([O:23][C:24]2[CH:25]=[N:26][C:27]([C:45]3[CH:44]=[CH:43][CH:42]=[C:41]([F:40])[CH:46]=3)=[CH:28][C:29]=2[C:30]2[CH:35]=[CH:34][N:33]=[C:32]([F:36])[CH:31]=2)=[CH:18][C:17]([F:38])=[C:16]([S:13]([NH:7][C:8]2[N:9]=[CH:10][S:11][CH:12]=2)(=[O:15])=[O:14])[CH:21]=1. (2) Given the reactants [CH2:1]([O:3][C:4](=[O:24])[C:5]([O:21][CH2:22][CH3:23])=[CH:6][C:7]1[CH:12]=[CH:11][CH:10]=[C:9]([O:13]CC2C=CC=CC=2)[CH:8]=1)[CH3:2], predict the reaction product. The product is: [CH2:22]([O:21][CH:5]([CH2:6][C:7]1[CH:12]=[CH:11][CH:10]=[C:9]([OH:13])[CH:8]=1)[C:4]([O:3][CH2:1][CH3:2])=[O:24])[CH3:23]. (3) Given the reactants C[Si]([N-][Si](C)(C)C)(C)C.[Li+].[CH3:11][N:12]1[CH:16]=[CH:15][CH:14]=[C:13]1[C:17](=O)[CH3:18].[C:20](OCC)(=O)[C:21]([O:23]CC)=[O:22].Cl.[NH:31]([C:33]1[CH:34]=[CH:35][C:36]([O:39][CH3:40])=[N:37][CH:38]=1)[NH2:32], predict the reaction product. The product is: [CH3:40][O:39][C:36]1[N:37]=[CH:38][C:33]([N:31]2[C:17]([C:13]3[N:12]([CH3:11])[CH:16]=[CH:15][CH:14]=3)=[CH:18][C:20]([C:21]([OH:23])=[O:22])=[N:32]2)=[CH:34][CH:35]=1. (4) Given the reactants C(=O)([O-])[O-].[Cs+].[Cs+].[F:7][C:8]([F:18])([F:17])[O:9][C:10]1[CH:15]=[CH:14][C:13]([OH:16])=[CH:12][CH:11]=1.[CH3:19][O:20][C:21](=[O:37])[C:22]1[CH:27]=[C:26]([S:28](=[O:34])(=[O:33])[NH:29][CH2:30][CH2:31]Br)[CH:25]=[C:24]([CH3:35])[C:23]=1[CH3:36], predict the reaction product. The product is: [CH3:19][O:20][C:21](=[O:37])[C:22]1[CH:27]=[C:26]([S:28](=[O:33])(=[O:34])[NH:29][CH2:30][CH2:31][O:16][C:13]2[CH:12]=[CH:11][C:10]([O:9][C:8]([F:17])([F:18])[F:7])=[CH:15][CH:14]=2)[CH:25]=[C:24]([CH3:35])[C:23]=1[CH3:36].